This data is from Reaction yield outcomes from USPTO patents with 853,638 reactions. The task is: Predict the reaction yield, written as a fraction of the theoretical maximum amount of product (1.0 means a 100% yield; for example, 0.34 means a 34% yield). (1) The reactants are C(O[CH:4](OCC)[CH:5]1[C:14]2([CH2:19][CH2:18][N:17]([C:20]([O:22][C:23]([CH3:26])([CH3:25])[CH3:24])=[O:21])[CH2:16][CH2:15]2)[O:13][C:12]2[C:7](=[CH:8][CH:9]=[CH:10][CH:11]=2)[C:6]1=O)C.[NH2:31][NH2:32].Cl. The catalyst is CCO. The product is [N:17]1([C:20]([O:22][C:23]([CH3:25])([CH3:26])[CH3:24])=[O:21])[CH2:16][CH2:15][C:14]2([C:5]3[CH:4]=[N:32][NH:31][C:6]=3[C:7]3[CH:8]=[CH:9][CH:10]=[CH:11][C:12]=3[O:13]2)[CH2:19][CH2:18]1. The yield is 0.710. (2) The catalyst is O1CCCC1. The product is [CH:1]1([C:7]2[CH:31]=[CH:30][C:10]([CH2:11][O:12][C:13]3[CH:18]=[CH:17][C:16]([C:19]4[CH:24]=[CH:23][C:22]([F:25])=[CH:21][C:20]=4[F:26])=[CH:15][C:14]=3[CH2:27][CH2:28][NH2:29])=[CH:9][CH:8]=2)[CH2:2][CH2:3][CH2:4][CH2:5][CH2:6]1. The reactants are [CH:1]1([C:7]2[CH:31]=[CH:30][C:10]([CH2:11][O:12][C:13]3[CH:18]=[CH:17][C:16]([C:19]4[CH:24]=[CH:23][C:22]([F:25])=[CH:21][C:20]=4[F:26])=[CH:15][C:14]=3[CH2:27][C:28]#[N:29])=[CH:9][CH:8]=2)[CH2:6][CH2:5][CH2:4][CH2:3][CH2:2]1.Cl.[OH-].[Na+]. The yield is 0.980.